Dataset: Forward reaction prediction with 1.9M reactions from USPTO patents (1976-2016). Task: Predict the product of the given reaction. (1) Given the reactants [CH2:1]([O:3][C:4]([C:6]1[NH:7][C:8]2[C:13]([CH:14]=1)=[CH:12][C:11]([O:15][CH2:16][CH:17]([C:19]1[O:23][C:22]([C:24]3[CH:29]=[CH:28][C:27]([C:30]([F:33])([F:32])[F:31])=[CH:26][CH:25]=3)=[N:21][C:20]=1[CH:34]([CH3:36])[CH3:35])[CH3:18])=[CH:10][CH:9]=2)=[O:5])[CH3:2].[H-].[Na+].I[CH3:40], predict the reaction product. The product is: [CH2:1]([O:3][C:4]([C:6]1[N:7]([CH3:40])[C:8]2[C:13]([CH:14]=1)=[CH:12][C:11]([O:15][CH2:16][CH:17]([C:19]1[O:23][C:22]([C:24]3[CH:25]=[CH:26][C:27]([C:30]([F:33])([F:31])[F:32])=[CH:28][CH:29]=3)=[N:21][C:20]=1[CH:34]([CH3:35])[CH3:36])[CH3:18])=[CH:10][CH:9]=2)=[O:5])[CH3:2]. (2) Given the reactants C1(P(C2CCCCC2)C2CCCCC2)CCCCC1.[F:20][C:21]1[CH:30]=[C:29](B2OC(C)(C)C(C)(C)O2)[CH:28]=[C:27]2[C:22]=1[N:23]=[CH:24][CH:25]=[N:26]2.[CH3:40][O:41][C:42](=[O:65])[C:43]1[CH:48]=[CH:47][CH:46]=[CH:45][C:44]=1[NH:49][C:50]1[N:54]([C:55]2[CH:60]=[CH:59][C:58]([F:61])=[CH:57][C:56]=2[CH3:62])[N:53]=[C:52]([CH3:63])[C:51]=1Br.P([O-])([O-])([O-])=O.[K+].[K+].[K+], predict the reaction product. The product is: [CH3:40][O:41][C:42](=[O:65])[C:43]1[CH:48]=[CH:47][CH:46]=[CH:45][C:44]=1[NH:49][C:50]1[N:54]([C:55]2[CH:60]=[CH:59][C:58]([F:61])=[CH:57][C:56]=2[CH3:62])[N:53]=[C:52]([CH3:63])[C:51]=1[C:29]1[CH:28]=[C:27]2[C:22](=[C:21]([F:20])[CH:30]=1)[N:23]=[CH:24][CH:25]=[N:26]2. (3) Given the reactants [CH:1]1([CH2:7][CH2:8][CH2:9]I)[CH2:6][CH2:5][CH2:4][CH2:3][CH2:2]1.[C-:11]#[C-:12].[Na+].[Na+], predict the reaction product. The product is: [CH:1]1([CH2:7][CH2:8][CH2:9][C:11]#[CH:12])[CH2:6][CH2:5][CH2:4][CH2:3][CH2:2]1. (4) Given the reactants [C:1]([NH:4][CH2:5][C@@H:6]1[O:10][C:9](=[O:11])[N:8]([C:12]2[CH:17]=[C:16]([F:18])[C:15]([N:19]3[CH2:24][CH2:23][C:22]([O:28][P:29](=[O:32])([OH:31])[OH:30])([CH2:25][O:26][CH3:27])[CH2:21][CH2:20]3)=[C:14]([F:33])[CH:13]=2)[CH2:7]1)(=[O:3])[CH3:2].[OH-].[Mg+2:35].[OH-], predict the reaction product. The product is: [Mg+2:35].[C:1]([NH:4][CH2:5][C@@H:6]1[O:10][C:9](=[O:11])[N:8]([C:12]2[CH:17]=[C:16]([F:18])[C:15]([N:19]3[CH2:24][CH2:23][C:22]([O:28][P:29](=[O:30])([O-:31])[O-:32])([CH2:25][O:26][CH3:27])[CH2:21][CH2:20]3)=[C:14]([F:33])[CH:13]=2)[CH2:7]1)(=[O:3])[CH3:2]. (5) Given the reactants [N:1]1([C:7]2[CH:12]=[CH:11][C:10]([NH:13][C:14]([C:16]3[CH:17]=[C:18]([CH:27]=[CH:28][CH:29]=3)[CH2:19][S:20][CH2:21][CH2:22][C:23]([O:25]C)=[O:24])=[O:15])=[C:9]([C:30](=[O:48])[NH:31][C:32]3[CH:33]=[N:34][C:35]([C:38]4[CH:43]=[CH:42][CH:41]=[C:40]([C:44]([F:47])([F:46])[F:45])[CH:39]=4)=[N:36][CH:37]=3)[CH:8]=2)[CH2:6][CH2:5][CH2:4][CH2:3][CH2:2]1.O[Li].O.Cl, predict the reaction product. The product is: [N:1]1([C:7]2[CH:12]=[CH:11][C:10]([NH:13][C:14]([C:16]3[CH:17]=[C:18]([CH:27]=[CH:28][CH:29]=3)[CH2:19][S:20][CH2:21][CH2:22][C:23]([OH:25])=[O:24])=[O:15])=[C:9]([C:30](=[O:48])[NH:31][C:32]3[CH:37]=[N:36][C:35]([C:38]4[CH:43]=[CH:42][CH:41]=[C:40]([C:44]([F:47])([F:45])[F:46])[CH:39]=4)=[N:34][CH:33]=3)[CH:8]=2)[CH2:2][CH2:3][CH2:4][CH2:5][CH2:6]1. (6) Given the reactants [F:1][C:2]([F:20])([F:19])[C:3](O)=[CH:4][C:5]([C:7]1[CH:17]=[CH:16][C:10]2[O:11][CH2:12][C:13](=[O:15])[NH:14][C:9]=2[CH:8]=1)=O.Cl.[Cl:22][C:23]1[CH:24]=[C:25]([NH:30][NH2:31])[CH:26]=[CH:27][C:28]=1[Cl:29], predict the reaction product. The product is: [Cl:22][C:23]1[CH:24]=[C:25]([N:30]2[C:5]([C:7]3[CH:17]=[CH:16][C:10]4[O:11][CH2:12][C:13](=[O:15])[NH:14][C:9]=4[CH:8]=3)=[CH:4][C:3]([C:2]([F:20])([F:19])[F:1])=[N:31]2)[CH:26]=[CH:27][C:28]=1[Cl:29]. (7) Given the reactants C([O:3][C:4]([C:6]1[NH:7][C:8]2[C:13]([CH:14]=1)=[CH:12][C:11]([C:15]1[CH:20]=[CH:19][C:18]([C:21]([CH3:24])([CH3:23])[CH3:22])=[CH:17][CH:16]=1)=[CH:10][CH:9]=2)=[O:5])C.[CH3:25][S:26]([C:29]1[CH:34]=[CH:33][C:32](B(O)O)=[CH:31][CH:30]=1)(=[O:28])=[O:27], predict the reaction product. The product is: [C:21]([C:18]1[CH:17]=[CH:16][C:15]([C:11]2[CH:12]=[C:13]3[C:8](=[CH:9][CH:10]=2)[N:7]([C:32]2[CH:33]=[CH:34][C:29]([S:26]([CH3:25])(=[O:28])=[O:27])=[CH:30][CH:31]=2)[C:6]([C:4]([OH:3])=[O:5])=[CH:14]3)=[CH:20][CH:19]=1)([CH3:23])([CH3:22])[CH3:24]. (8) Given the reactants [CH3:1][O:2][C:3]([C:5]1[C:6]([OH:30])=[C:7]2[C:12](=[C:13](Br)[N:14]=1)[N:11]([CH2:16][C:17]1[CH:22]=[CH:21][CH:20]=[CH:19][CH:18]=1)[C:10](=[O:23])[C:9]([C:24]1[CH:25]=[N:26][CH:27]=[CH:28][CH:29]=1)=[CH:8]2)=[O:4].C([Sn](CCCC)(CCCC)[C:36]1[CH:37]=[N:38][CH:39]=[CH:40][CH:41]=1)CCC.CCOC(C)=O.Cl, predict the reaction product. The product is: [CH3:1][O:2][C:3]([C:5]1[C:6]([OH:30])=[C:7]2[C:12](=[C:13]([C:36]3[CH:37]=[N:38][CH:39]=[CH:40][CH:41]=3)[N:14]=1)[N:11]([CH2:16][C:17]1[CH:22]=[CH:21][CH:20]=[CH:19][CH:18]=1)[C:10](=[O:23])[C:9]([C:24]1[CH:25]=[N:26][CH:27]=[CH:28][CH:29]=1)=[CH:8]2)=[O:4]. (9) Given the reactants [CH3:1][N:2]([CH2:4][C:5]1[CH:10]=[CH:9][C:8]([C:11]#[C:12][Si](C)(C)C)=[CH:7][CH:6]=1)[CH3:3].C(=O)([O-])[O-].[K+].[K+], predict the reaction product. The product is: [CH3:3][N:2]([CH2:4][C:5]1[CH:6]=[CH:7][C:8]([C:11]#[CH:12])=[CH:9][CH:10]=1)[CH3:1].